This data is from Forward reaction prediction with 1.9M reactions from USPTO patents (1976-2016). The task is: Predict the product of the given reaction. (1) The product is: [CH2:72]([O:79][C:80](=[O:92])/[N:81]=[C:82](\[NH2:91])/[C:83]1[CH:84]=[CH:85][C:86]([CH2:89][NH:90][C:45](=[O:47])[CH:31]([O:30][CH2:28][CH3:29])[N:32]2[C:36](=[O:38])[C:35]3[C:34](=[CH:42][CH:41]=[CH:40][C:39]=3[F:43])[C:33]2=[O:44])=[CH:87][CH:88]=1)[C:73]1[CH:78]=[CH:77][CH:76]=[CH:75][CH:74]=1. Given the reactants F[P-](F)(F)(F)(F)F.N1(O[P+](N(C)C)(N(C)C)N(C)C)C2C=CC=CC=2N=N1.[CH2:28]([O:30][CH:31]([C:45]([O:47]CC)=O)[NH:32][C:33](=[O:44])[C:34]1[C:35](=[C:39]([F:43])[CH:40]=[CH:41][CH:42]=1)[C:36]([OH:38])=O)[CH3:29].C(OC(C(OCC)=O)NC(=O)C1C(=CC=CC=1F)C(O)=O)C.[CH2:72]([O:79][C:80](=[O:92])/[N:81]=[C:82](\[NH2:91])/[C:83]1[CH:88]=[CH:87][C:86]([CH2:89][NH2:90])=[CH:85][CH:84]=1)[C:73]1[CH:78]=[CH:77][CH:76]=[CH:75][CH:74]=1, predict the reaction product. (2) Given the reactants C[C:2]1[CH:3]=[C:4]([CH:18]=[C:19](C)[CH:20]=1)[O:5][CH2:6][C:7]([NH:9][CH2:10][CH2:11][CH2:12][CH2:13][CH2:14][C:15]([OH:17])=[O:16])=[O:8].[N+:22]([C:25]1[CH:26]=[C:27]([S:31]([CH2:34][CH2:35]O)(=[O:33])=[O:32])[CH:28]=[CH:29][CH:30]=1)([O-:24])=[O:23].O.C1(C)C=CC(S(O)(=O)=O)=CC=1.O, predict the reaction product. The product is: [N+:22]([C:25]1[CH:26]=[C:27]([S:31]([CH2:34][CH2:35][O:17][C:15](=[O:16])[CH2:14][CH2:13][CH2:12][CH2:11][CH2:10][NH:9][C:7](=[O:8])[CH2:6][O:5][C:4]2[CH:3]=[CH:2][CH:20]=[CH:19][CH:18]=2)(=[O:33])=[O:32])[CH:28]=[CH:29][CH:30]=1)([O-:24])=[O:23].